Dataset: Forward reaction prediction with 1.9M reactions from USPTO patents (1976-2016). Task: Predict the product of the given reaction. Given the reactants [C:1]([N:4]1[C:13]2[C:8](=[CH:9][C:10]([C:14]3[CH:19]=[CH:18][C:17]([CH2:20][N:21]4[CH2:26][CH2:25][N:24](C(OC(C)(C)C)=O)[CH2:23][C:22]4=[O:34])=[CH:16][CH:15]=3)=[CH:11][CH:12]=2)[C@H:7]([NH:35][C:36]([O:38][CH:39]([CH3:41])[CH3:40])=[O:37])[CH2:6][C@@H:5]1[CH3:42])(=[O:3])[CH3:2].[ClH:43], predict the reaction product. The product is: [ClH:43].[C:1]([N:4]1[C:13]2[C:8](=[CH:9][C:10]([C:14]3[CH:15]=[CH:16][C:17]([CH2:20][N:21]4[CH2:26][CH2:25][NH:24][CH2:23][C:22]4=[O:34])=[CH:18][CH:19]=3)=[CH:11][CH:12]=2)[C@H:7]([NH:35][C:36](=[O:37])[O:38][CH:39]([CH3:40])[CH3:41])[CH2:6][C@@H:5]1[CH3:42])(=[O:3])[CH3:2].